Task: Predict the reaction yield, written as a fraction of the theoretical maximum amount of product (1.0 means a 100% yield; for example, 0.34 means a 34% yield).. Dataset: Reaction yield outcomes from USPTO patents with 853,638 reactions (1) The reactants are [N+:1]([C:4]1[N:5]([CH2:9][CH:10]([OH:13])[CH2:11]Cl)[CH:6]=[CH:7][N:8]=1)([O-:3])=[O:2].Cl.[CH2:15]([NH2:19])[CH2:16][C:17]#[CH:18].C(=O)([O-])[O-].[K+].[K+]. The catalyst is CO. The product is [CH2:15]([NH:19][CH2:11][CH:10]([OH:13])[CH2:9][N:5]1[CH:6]=[CH:7][N:8]=[C:4]1[N+:1]([O-:3])=[O:2])[CH2:16][C:17]#[CH:18]. The yield is 0.700. (2) The reactants are [OH:1][CH2:2][C:3]1[CH:8]=[CH:7][N:6]=[C:5]2[CH:9]=[C:10]([C:12]3[CH:17]=[CH:16][N:15]=[C:14]([NH:18][C:19](=[O:21])[CH3:20])[CH:13]=3)[NH:11][C:4]=12.C1C(=O)N([I:29])C(=O)C1. The catalyst is CN(C=O)C. The product is [OH:1][CH2:2][C:3]1[CH:8]=[CH:7][N:6]=[C:5]2[C:9]([I:29])=[C:10]([C:12]3[CH:17]=[CH:16][N:15]=[C:14]([NH:18][C:19](=[O:21])[CH3:20])[CH:13]=3)[NH:11][C:4]=12. The yield is 0.360. (3) The reactants are [CH:1]1([CH2:6][N:7]([CH2:31][CH3:32])[C:8]2[CH:13]=[CH:12][C:11]([C:14]([F:17])([F:16])[F:15])=[CH:10][C:9]=2[CH2:18][NH:19][C:20]2[N:25]=[CH:24][C:23]([O:26][CH2:27][CH2:28][S:29][CH3:30])=[CH:22][N:21]=2)[CH2:5][CH2:4][CH2:3][CH2:2]1.[H-].[Na+].Br[CH:36]([C:38]1[CH:43]=[C:42]([C:44]([F:47])([F:46])[F:45])[CH:41]=[C:40]([C:48]([F:51])([F:50])[F:49])[CH:39]=1)[CH3:37].O. The catalyst is O1CCCC1.CN(C)C=O. The product is [F:45][C:44]([F:46])([F:47])[C:42]1[CH:43]=[C:38]([CH:36]([N:19]([CH2:18][C:9]2[CH:10]=[C:11]([C:14]([F:15])([F:16])[F:17])[CH:12]=[CH:13][C:8]=2[N:7]([CH2:6][CH:1]2[CH2:2][CH2:3][CH2:4][CH2:5]2)[CH2:31][CH3:32])[C:20]2[N:25]=[CH:24][C:23]([O:26][CH2:27][CH2:28][S:29][CH3:30])=[CH:22][N:21]=2)[CH3:37])[CH:39]=[C:40]([C:48]([F:49])([F:50])[F:51])[CH:41]=1. The yield is 0.910. (4) The reactants are O[CH:2]1[C:11]2[N:10]=[CH:9][CH:8]=[C:7]([O:12][CH3:13])[C:6]=2[CH2:5][CH2:4][CH2:3]1.[NH2:14]C1C2N=CC=CC=2CCC1. No catalyst specified. The product is [NH2:14][CH:2]1[C:11]2[N:10]=[CH:9][CH:8]=[C:7]([O:12][CH3:13])[C:6]=2[CH2:5][CH2:4][CH2:3]1. The yield is 0.680. (5) The reactants are OC1C=C(N[C:9]2[N:14]=[C:13]([NH:15][C:16]3[CH:21]=[CH:20][CH:19]=[C:18]([OH:22])[CH:17]=3)[C:12]([F:23])=[CH:11][N:10]=2)C=CC=1.[OH:24][C:25]1[C:26]([CH3:32])=[C:27]([CH:29]=[CH:30][CH:31]=1)[NH2:28].Cl[C:34]1N=C(Cl)C(F)=CN=1. No catalyst specified. The product is [OH:24][C:25]1[C:26]([CH3:32])=[C:27]([NH:28][C:9]2[N:14]=[C:13]([NH:15][C:16]3[CH:21]=[CH:20][CH:19]=[C:18]([OH:22])[C:17]=3[CH3:34])[C:12]([F:23])=[CH:11][N:10]=2)[CH:29]=[CH:30][CH:31]=1. The yield is 0.880. (6) The reactants are [O:1]([C:8]1[CH:9]=[C:10]([N:14]([CH2:22][C:23]2[CH:24]=[C:25]([CH:30]=[CH:31][CH:32]=2)[C:26](OC)=[O:27])[CH2:15][CH:16]([OH:21])[C:17]([F:20])([F:19])[F:18])[CH:11]=[CH:12][CH:13]=1)[C:2]1[CH:7]=[CH:6][CH:5]=[CH:4][CH:3]=1.Cl.[CH3:34][NH:35][O:36][CH3:37].C([Mg]Cl)(C)C. The catalyst is O1CCCC1. The product is [CH3:37][O:36][N:35]([CH3:34])[C:26](=[O:27])[C:25]1[CH:30]=[CH:31][CH:32]=[C:23]([CH2:22][N:14]([C:10]2[CH:11]=[CH:12][CH:13]=[C:8]([O:1][C:2]3[CH:3]=[CH:4][CH:5]=[CH:6][CH:7]=3)[CH:9]=2)[CH2:15][CH:16]([OH:21])[C:17]([F:20])([F:18])[F:19])[CH:24]=1. The yield is 0.660. (7) The reactants are [Br:1][C:2]1[S:6][C:5]([CH2:7][S:8][CH2:9][CH2:10][C:11]([O:13][CH3:14])=[O:12])=[N:4][CH:3]=1.CO.[OH2:17].[OH2:18].O.O.O.O.C(O[O-])(=O)C1C(=CC=CC=1)C([O-])=O.[Mg+2]. The catalyst is C(Cl)Cl.[O-]S([O-])(=S)=O.[Na+].[Na+].O. The product is [Br:1][C:2]1[S:6][C:5]([CH2:7][S:8]([CH2:9][CH2:10][C:11]([O:13][CH3:14])=[O:12])(=[O:18])=[O:17])=[N:4][CH:3]=1. The yield is 0.950. (8) The reactants are [C:1]([O:9][CH2:10][C@H:11]1[O:19][C@H:18]2[C@H:14]([N:15]=[C:16]([N:20]([CH3:22])[CH3:21])[S:17]2)[C@@H:13]([OH:23])[C@@H:12]1[OH:24])(=[O:8])[C:2]1[CH:7]=[CH:6][CH:5]=[CH:4][CH:3]=1.O.[CH3:26][C:27]1C=CC(S(O)(=O)=O)=C[CH:28]=1.COC(C)=C. The catalyst is CN(C=O)C. The product is [C:1]([O:9][CH2:10][C@@H:11]1[C@@H:12]2[C@H:13]([O:23][C:27]([CH3:28])([CH3:26])[O:24]2)[C@@H:14]2[C@@H:18]([S:17][C:16]([N:20]([CH3:21])[CH3:22])=[N:15]2)[O:19]1)(=[O:8])[C:2]1[CH:3]=[CH:4][CH:5]=[CH:6][CH:7]=1. The yield is 0.480.